The task is: Predict which catalyst facilitates the given reaction.. This data is from Catalyst prediction with 721,799 reactions and 888 catalyst types from USPTO. (1) Reactant: [N:1]1([C:9]([O:11][C:12]([CH3:15])([CH3:14])[CH3:13])=[O:10])[CH2:8][CH2:7][CH2:6][C@H:2]1[C:3]([OH:5])=[O:4].[CH2:16](Br)[C:17]1[CH:22]=[CH:21][CH:20]=[CH:19][CH:18]=1.C(N(CC)CC)C. Product: [N:1]1([C:9]([O:11][C:12]([CH3:15])([CH3:14])[CH3:13])=[O:10])[CH2:8][CH2:7][CH2:6][C@H:2]1[C:3]([O:5][CH2:16][C:17]1[CH:22]=[CH:21][CH:20]=[CH:19][CH:18]=1)=[O:4]. The catalyst class is: 3. (2) Reactant: [CH2:1]([O:4][C:5]([N:7]([CH2:27][C:28]([O:30][CH3:31])=[O:29])[C@H:8]([CH2:18][O:19][Si](C(C)(C)C)(C)C)[CH2:9][CH2:10][C:11]([O:13][C:14]([CH3:17])([CH3:16])[CH3:15])=[O:12])=[O:6])[CH:2]=[CH2:3].O.C1(C)C=CC(S(O)(=O)=O)=CC=1.O. Product: [CH2:1]([O:4][C:5]([N:7]([CH2:27][C:28]([O:30][CH3:31])=[O:29])[C@H:8]([CH2:18][OH:19])[CH2:9][CH2:10][C:11]([O:13][C:14]([CH3:15])([CH3:16])[CH3:17])=[O:12])=[O:6])[CH:2]=[CH2:3]. The catalyst class is: 5. (3) Reactant: [C:1](Cl)(=[O:3])[CH3:2].[F:5][C:6]1[CH:7]=[C:8]2[C:26](=[CH:27][CH:28]=1)[O:25][CH2:24][CH2:23][NH:22][CH2:21][C:20]1=[C:29]3[N:30]=[C:14]([CH:15]=[CH:16][N:17]3[N:18]=[CH:19]1)[N:13]1[C@@H:9]2[CH2:10][CH2:11][CH2:12]1.CCN(C(C)C)C(C)C. Product: [F:5][C:6]1[CH:7]=[C:8]2[C:26](=[CH:27][CH:28]=1)[O:25][CH2:24][CH2:23][N:22]([C:1](=[O:3])[CH3:2])[CH2:21][C:20]1=[C:29]3[N:30]=[C:14]([CH:15]=[CH:16][N:17]3[N:18]=[CH:19]1)[N:13]1[C@@H:9]2[CH2:10][CH2:11][CH2:12]1. The catalyst class is: 2. (4) Reactant: [Cl:1][C:2]1[CH:3]=[C:4]([C:9]2[N:10]([C:18]3[CH:23]=[CH:22][C:21]([S:24]([NH2:27])(=[O:26])=[O:25])=[CH:20][CH:19]=3)[CH:11]=[C:12]([C:14]([F:17])([F:16])[F:15])[N:13]=2)[CH:5]=[C:6]([CH3:8])[CH:7]=1.[C:28](Cl)(=[O:30])[CH3:29]. Product: [Cl:1][C:2]1[CH:3]=[C:4]([C:9]2[N:10]([C:18]3[CH:19]=[CH:20][C:21]([S:24]([NH:27][C:28](=[O:30])[CH3:29])(=[O:26])=[O:25])=[CH:22][CH:23]=3)[CH:11]=[C:12]([C:14]([F:16])([F:15])[F:17])[N:13]=2)[CH:5]=[C:6]([CH3:8])[CH:7]=1. The catalyst class is: 15. (5) Reactant: [C:1]([C:3]1[CH:4]=[C:5]([NH:10][C:11]2[C:20]3[C:15](=[CH:16][C:17]([O:40][CH3:41])=[C:18]([O:21][CH2:22][CH2:23][CH2:24][N:25]4[CH2:29][CH:28]5[CH2:30][N:31](C(OC(C)(C)C)=O)[CH2:32][CH:27]5[CH2:26]4)[CH:19]=3)[N:14]=[CH:13][N:12]=2)[CH:6]=[CH:7][C:8]=1[F:9])#[CH:2].Cl. Product: [C:1]([C:3]1[CH:4]=[C:5]([NH:10][C:11]2[C:20]3[C:15](=[CH:16][C:17]([O:40][CH3:41])=[C:18]([O:21][CH2:22][CH2:23][CH2:24][N:25]4[CH2:26][CH:27]5[CH:28]([CH2:30][NH:31][CH2:32]5)[CH2:29]4)[CH:19]=3)[N:14]=[CH:13][N:12]=2)[CH:6]=[CH:7][C:8]=1[F:9])#[CH:2]. The catalyst class is: 91. (6) Product: [Br:1][C:2]1[CH:3]=[C:4]([CH:5]([P:10]([O:14][CH2:15][CH3:16])[O:11][CH2:12][CH3:13])[OH:6])[CH:7]=[CH:8][CH:9]=1. The catalyst class is: 66. Reactant: [Br:1][C:2]1[CH:3]=[C:4]([CH:7]=[CH:8][CH:9]=1)[CH:5]=[O:6].[PH:10](=O)([O:14][CH2:15][CH3:16])[O:11][CH2:12][CH3:13]. (7) Reactant: [F:1][C:2]1[CH:3]=[C:4]([CH:18]=[CH:19][CH:20]=1)[CH2:5][O:6][C:7]1[CH:12]=[CH:11][C:10]([NH2:13])=[C:9]([C:14]([F:17])([F:16])[F:15])[CH:8]=1.[C:21](=O)([O-])[OH:22].[Na+].C[CH:27]([C:31](Cl)=[O:32])[C:28](Cl)=[O:29].Cl. Product: [CH3:21][O:22][C:31](=[O:32])[CH2:27][C:28]([NH:13][C:10]1[CH:11]=[CH:12][C:7]([O:6][CH2:5][C:4]2[CH:18]=[CH:19][CH:20]=[C:2]([F:1])[CH:3]=2)=[CH:8][C:9]=1[C:14]([F:15])([F:16])[F:17])=[O:29]. The catalyst class is: 13. (8) Reactant: [Br:1][C:2]1[CH:7]=[CH:6][C:5]([N:8]2[CH2:13][CH2:12][NH:11][CH2:10][CH2:9]2)=[CH:4][CH:3]=1.FC(F)(F)S(O[CH2:20][C:21]([F:24])([F:23])[F:22])(=O)=O.C(=O)([O-])[O-].[Cs+].[Cs+]. Product: [Br:1][C:2]1[CH:3]=[CH:4][C:5]([N:8]2[CH2:13][CH2:12][N:11]([CH2:20][C:21]([F:24])([F:23])[F:22])[CH2:10][CH2:9]2)=[CH:6][CH:7]=1. The catalyst class is: 2. (9) Reactant: Br[C:2]1[CH:3]=[C:4]2[C:9](=[CH:10][C:11]=1[CH3:12])[C:8]([CH3:14])([CH3:13])[CH:7]=[CH:6][C:5]2([CH3:16])[CH3:15].[Li]CCCC.C([O:25][B:26](OC(C)C)[O:27]C(C)C)(C)C.Cl. The catalyst class is: 56. Product: [CH3:12][C:11]1[C:2]([B:26]([OH:27])[OH:25])=[CH:3][C:4]2[C:5]([CH3:16])([CH3:15])[CH:6]=[CH:7][C:8]([CH3:14])([CH3:13])[C:9]=2[CH:10]=1. (10) Reactant: [CH2:1]([N:4]([C@@H:17]([C:26]1[CH:31]=[CH:30][CH:29]=[CH:28][CH:27]=1)[C:18]([N:20]1[CH2:24][CH2:23][C@H:22]([OH:25])[CH2:21]1)=[O:19])[S:5]([C:8]1[CH:13]=[CH:12][CH:11]=[CH:10][C:9]=1[N+:14]([O-:16])=[O:15])(=[O:7])=[O:6])[CH:2]=[CH2:3].N1C=CN=C1.[Si:37](Cl)([C:40]([CH3:43])([CH3:42])[CH3:41])([CH3:39])[CH3:38].O. Product: [CH2:1]([N:4]([C@@H:17]([C:26]1[CH:31]=[CH:30][CH:29]=[CH:28][CH:27]=1)[C:18]([N:20]1[CH2:24][CH2:23][C@H:22]([O:25][Si:37]([C:40]([CH3:43])([CH3:42])[CH3:41])([CH3:39])[CH3:38])[CH2:21]1)=[O:19])[S:5]([C:8]1[CH:13]=[CH:12][CH:11]=[CH:10][C:9]=1[N+:14]([O-:16])=[O:15])(=[O:6])=[O:7])[CH:2]=[CH2:3]. The catalyst class is: 9.